Dataset: Catalyst prediction with 721,799 reactions and 888 catalyst types from USPTO. Task: Predict which catalyst facilitates the given reaction. (1) Reactant: [OH:1][C:2]1[C:9]([O:10][CH3:11])=[CH:8][C:5]([CH:6]=[O:7])=[CH:4][C:3]=1[O:12][CH3:13].C([O-])([O-])=O.[Cs+].[Cs+].Br[CH2:21][CH2:22][CH2:23][CH2:24][CH3:25]. Product: [CH3:13][O:12][C:3]1[CH:4]=[C:5]([CH:8]=[C:9]([O:10][CH3:11])[C:2]=1[O:1][CH2:21][CH2:22][CH2:23][CH2:24][CH3:25])[CH:6]=[O:7]. The catalyst class is: 3. (2) Reactant: Cl[C:2]1[C:7]([O:8][CH2:9][CH2:10][O:11]C2CCCCO2)=[CH:6][CH:5]=[CH:4][N:3]=1.[OH:18][CH2:19][CH2:20][N:21]1[CH2:25][CH2:24][CH2:23][CH2:22]1.CC(C)([O-])C.[K+].C(O)(C)(C)C. Product: [N:21]1([CH2:20][CH2:19][O:18][C:2]2[C:7]([O:8][CH2:9][CH2:10][OH:11])=[CH:6][CH:5]=[CH:4][N:3]=2)[CH2:25][CH2:24][CH2:23][CH2:22]1. The catalyst class is: 11. (3) Reactant: [CH3:1][C@@H:2]1[CH2:7][N:6]([C:8]2[C:21]([CH:22]=O)=[CH:20][C:11]3[C:12]([C:15]4[S:16][CH:17]=[CH:18][N:19]=4)=[N:13][O:14][C:10]=3[C:9]=2[F:24])[CH2:5][C@@H:4]([CH3:25])[O:3]1.[NH:26]1[C:31](=[O:32])[CH2:30][C:29](=[O:33])[NH:28][C:27]1=[O:34]. Product: [F:24][C:9]1[C:10]2[O:14][N:13]=[C:12]([C:15]3[S:16][CH:17]=[CH:18][N:19]=3)[C:11]=2[CH:20]=[C:21]2[C:8]=1[N:6]1[CH2:7][C@@H:2]([CH3:1])[O:3][C@@H:4]([CH3:25])[C@@H:5]1[C:30]1([C:29](=[O:33])[NH:28][C:27](=[O:34])[NH:26][C:31]1=[O:32])[CH2:22]2. The catalyst class is: 8. (4) Reactant: C([O:8][C:9]1[CH:10]=[C:11]2[C:16](=[CH:17][CH:18]=1)[C:15](=[O:19])[N:14]([CH2:20][CH:21]([CH3:23])[CH3:22])[C:13]([CH2:24][NH:25][C:26](=[O:32])[O:27][C:28]([CH3:31])([CH3:30])[CH3:29])=[C:12]2[C:33]1[CH:38]=[CH:37][C:36]([Cl:39])=[CH:35][CH:34]=1)C1C=CC=CC=1.Br.[OH-].[Na+].C(OC(OC(C)(C)C)=O)(OC(C)(C)C)=O. Product: [Cl:39][C:36]1[CH:35]=[CH:34][C:33]([C:12]2[C:11]3[C:16](=[CH:17][CH:18]=[C:9]([OH:8])[CH:10]=3)[C:15](=[O:19])[N:14]([CH2:20][CH:21]([CH3:23])[CH3:22])[C:13]=2[CH2:24][NH:25][C:26](=[O:32])[O:27][C:28]([CH3:29])([CH3:31])[CH3:30])=[CH:38][CH:37]=1. The catalyst class is: 6. (5) Reactant: [CH:1]1([C:6]2[CH:7]=[C:8]([OH:25])[CH:9]=[CH:10][C:11]=2[C:12]2[CH:17]=[CH:16][CH:15]=[C:14]([N:18]3C(C)=CC=C3C)[N:13]=2)[CH2:5][CH2:4][CH2:3][CH2:2]1.NO.Cl. Product: [NH2:18][C:14]1[N:13]=[C:12]([C:11]2[CH:10]=[CH:9][C:8]([OH:25])=[CH:7][C:6]=2[CH:1]2[CH2:5][CH2:4][CH2:3][CH2:2]2)[CH:17]=[CH:16][CH:15]=1. The catalyst class is: 8. (6) Reactant: [C:1]1([C:7]2[C:8]([C:13]3[CH:18]=[CH:17][CH:16]=[CH:15][CH:14]=3)=[CH:9][CH:10]=[CH:11][CH:12]=2)[CH:6]=[CH:5][CH:4]=[CH:3][CH:2]=1.[H][H].C(Cl)(Cl)[Cl:22]. Product: [Cl:22][C:16]1[CH:17]=[CH:18][C:13]([C:8]2[C:7]([C:1]3[CH:2]=[CH:3][CH:4]=[CH:5][CH:6]=3)=[CH:12][CH:11]=[CH:10][CH:9]=2)=[CH:14][CH:15]=1. The catalyst class is: 15. (7) The catalyst class is: 6. Reactant: C(N(C(C)C)CC)(C)C.Cl[C:11]([O:13][CH2:14][C:15]1[CH:20]=[CH:19][CH:18]=[CH:17][CH:16]=1)=[O:12].ClCCl.[CH3:24][S:25]([C:28]1[CH:29]=[C:30]2[C:34](=[CH:35][CH:36]=1)[N:33]([C:37]1[CH:42]=[C:41]([O:43][CH:44]3[CH2:49][CH2:48][NH:47][CH2:46][CH2:45]3)[N:40]=[CH:39][N:38]=1)[CH2:32][CH2:31]2)(=[O:27])=[O:26]. Product: [CH3:24][S:25]([C:28]1[CH:29]=[C:30]2[C:34](=[CH:35][CH:36]=1)[N:33]([C:37]1[N:38]=[CH:39][N:40]=[C:41]([O:43][CH:44]3[CH2:49][CH2:48][N:47]([C:11]([O:13][CH2:14][C:15]4[CH:20]=[CH:19][CH:18]=[CH:17][CH:16]=4)=[O:12])[CH2:46][CH2:45]3)[CH:42]=1)[CH2:32][CH2:31]2)(=[O:27])=[O:26]. (8) Reactant: [F:1][C:2]([F:22])([F:21])[C:3]1[N:4]=[C:5]2[C:10]([N:11]([CH3:19])[C:12](=[O:18])[O:13][C:14]([CH3:17])([CH3:16])[CH3:15])=[CH:9][CH:8]=[CH:7][N:6]2[CH:20]=1.C1C(=O)N([Cl:30])C(=O)C1.O. Product: [Cl:30][C:20]1[N:6]2[CH:7]=[CH:8][CH:9]=[C:10]([N:11]([CH3:19])[C:12](=[O:18])[O:13][C:14]([CH3:17])([CH3:15])[CH3:16])[C:5]2=[N:4][C:3]=1[C:2]([F:1])([F:21])[F:22]. The catalyst class is: 3.